This data is from Full USPTO retrosynthesis dataset with 1.9M reactions from patents (1976-2016). The task is: Predict the reactants needed to synthesize the given product. Given the product [CH3:1][O:2][C:3]([C:5]1[C:14]([O:15][CH3:16])=[CH:13][C:12]2[C:7](=[CH:8][C:9]([C:24]3[CH:23]=[CH:22][CH:21]=[C:20]([O:19][CH3:18])[CH:25]=3)=[CH:10][CH:11]=2)[CH:6]=1)=[O:4], predict the reactants needed to synthesize it. The reactants are: [CH3:1][O:2][C:3]([C:5]1[C:14]([O:15][CH3:16])=[CH:13][C:12]2[C:7](=[CH:8][C:9](Br)=[CH:10][CH:11]=2)[CH:6]=1)=[O:4].[CH3:18][O:19][C:20]1[CH:21]=[C:22](OB(O)O)[CH:23]=[CH:24][CH:25]=1.